From a dataset of Catalyst prediction with 721,799 reactions and 888 catalyst types from USPTO. Predict which catalyst facilitates the given reaction. (1) Reactant: [OH-].[Li+].C[O:4][C:5](=[O:39])[CH:6]([C:15]1[CH:20]=[CH:19][C:18]([O:21][CH2:22][C:23]2[CH:24]=[C:25]([C:29]3[CH:34]=[CH:33][C:32]([C:35]([F:38])([F:37])[F:36])=[CH:31][CH:30]=3)[CH:26]=[CH:27][CH:28]=2)=[CH:17][CH:16]=1)[CH2:7][C:8]([O:10][C:11]([CH3:14])([CH3:13])[CH3:12])=[O:9]. Product: [C:11]([O:10][C:8](=[O:9])[CH2:7][CH:6]([C:15]1[CH:16]=[CH:17][C:18]([O:21][CH2:22][C:23]2[CH:24]=[C:25]([C:29]3[CH:34]=[CH:33][C:32]([C:35]([F:37])([F:38])[F:36])=[CH:31][CH:30]=3)[CH:26]=[CH:27][CH:28]=2)=[CH:19][CH:20]=1)[C:5]([OH:39])=[O:4])([CH3:14])([CH3:12])[CH3:13]. The catalyst class is: 200. (2) Reactant: [CH3:1][C:2]([OH:11])([CH2:4][CH2:5][CH2:6][CH:7]([CH3:10])[CH2:8][CH3:9])[CH3:3].[CH2:12](Br)[CH:13]=[CH2:14].[H-].[Na+]. Product: [CH2:14]([O:11][C:2]([CH3:1])([CH2:4][CH2:5][CH2:6][CH:7]([CH3:10])[CH2:8][CH3:9])[CH3:3])[CH:13]=[CH2:12]. The catalyst class is: 3. (3) Reactant: C1CCC(N=C=NC2CCCCC2)CC1.Cl.[F:17][C:18]1[CH:23]=[CH:22][C:21]([F:24])=[CH:20][C:19]=1[NH:25][CH:26]([C:30]1[CH:35]=[CH:34][CH:33]=[CH:32][CH:31]=1)[C:27]([OH:29])=[O:28].C1C=CC2N(O)N=NC=2C=1.[N:46]12[CH2:53][CH2:52][CH:49]([CH2:50][CH2:51]1)[C@@H:48](O)[CH2:47]2. Product: [F:17][C:18]1[CH:23]=[CH:22][C:21]([F:24])=[CH:20][C:19]=1[NH:25][CH:26]([C:30]1[CH:31]=[CH:32][CH:33]=[CH:34][CH:35]=1)[C:27]([O:29][C@@H:48]1[CH:49]2[CH2:52][CH2:53][N:46]([CH2:51][CH2:50]2)[CH2:47]1)=[O:28]. The catalyst class is: 1. (4) The catalyst class is: 1. Reactant: C([O-])(C)(C)C.[K+].[C:7](#[N:9])[CH3:8].[OH:10][C:11]1[CH:12]=[C:13]([CH:16]=[CH:17][CH:18]=1)[CH:14]=[O:15]. Product: [OH:15][CH:14]([C:13]1[CH:16]=[CH:17][CH:18]=[C:11]([OH:10])[CH:12]=1)[CH2:8][C:7]#[N:9]. (5) Reactant: [NH2:1][C:2]1[CH:13]=[CH:12][C:11]([O:14][Si:15]([C:18]([CH3:21])([CH3:20])[CH3:19])([CH3:17])[CH3:16])=[CH:10][C:3]=1[C:4](N(OC)C)=[O:5].[CH2:22]([Li])[CH2:23][CH2:24][CH3:25].O. Product: [NH2:1][C:2]1[CH:13]=[CH:12][C:11]([O:14][Si:15]([C:18]([CH3:19])([CH3:20])[CH3:21])([CH3:16])[CH3:17])=[CH:10][C:3]=1[C:4](=[O:5])[CH2:22][CH2:23][CH2:24][CH3:25]. The catalyst class is: 188. (6) Reactant: [F:1][C:2]1[C:14]([NH:15][CH2:16][C:17]2[CH:22]=[C:21]([C:23]3[CH:28]=[CH:27][CH:26]=[C:25]([F:29])[CH:24]=3)[CH:20]=[CH:19][C:18]=2[F:30])=[C:13]([CH3:31])[CH:12]=[CH:11][C:3]=1[O:4][CH2:5][C:6]([O:8]CC)=[O:7].[OH-].[Na+]. Product: [F:1][C:2]1[C:14]([NH:15][CH2:16][C:17]2[CH:22]=[C:21]([C:23]3[CH:28]=[CH:27][CH:26]=[C:25]([F:29])[CH:24]=3)[CH:20]=[CH:19][C:18]=2[F:30])=[C:13]([CH3:31])[CH:12]=[CH:11][C:3]=1[O:4][CH2:5][C:6]([OH:8])=[O:7]. The catalyst class is: 1. (7) Reactant: Cl[CH2:2][C:3](=O)[CH2:4][C:5]([O:7][CH2:8][CH3:9])=[O:6].[CH3:11][C:12]1[CH:13]=[CH:14][C:15]([NH2:18])=[N:16][CH:17]=1. Product: [CH3:11][C:12]1[CH:13]=[CH:14][C:15]2[N:16]([CH:2]=[C:3]([CH2:4][C:5]([O:7][CH2:8][CH3:9])=[O:6])[N:18]=2)[CH:17]=1. The catalyst class is: 14. (8) Reactant: [Cl:1][C:2]1[CH:7]=[CH:6][C:5]([C:8]2[CH2:13][C:12]([CH3:15])([CH3:14])[CH2:11][CH2:10][C:9]=2[CH2:16][N:17]2[CH2:22][CH2:21][N:20]([C:23]3[CH:24]=[CH:25][C:26]([C:49](=[O:71])[NH:50][S:51]([C:54]4[CH:59]=[CH:58][C:57]([NH:60][CH2:61][CH:62]5[CH2:67][CH2:66][O:65][CH2:64][CH2:63]5)=[C:56]([N+:68]([O-:70])=[O:69])[CH:55]=4)(=[O:53])=[O:52])=[C:27]([CH:48]=3)[O:28][C:29]3[CH:30]=[C:31]4[C:35](=[CH:36][CH:37]=3)[NH:34][CH:33]=[C:32]4[CH2:38][CH2:39][NH:40]C(=O)OC(C)(C)C)[CH2:19][CH2:18]2)=[CH:4][CH:3]=1.FC(F)(F)C(O)=O. Product: [NH2:40][CH2:39][CH2:38][C:32]1[C:31]2[C:35](=[CH:36][CH:37]=[C:29]([O:28][C:27]3[CH:48]=[C:23]([N:20]4[CH2:21][CH2:22][N:17]([CH2:16][C:9]5[CH2:10][CH2:11][C:12]([CH3:15])([CH3:14])[CH2:13][C:8]=5[C:5]5[CH:4]=[CH:3][C:2]([Cl:1])=[CH:7][CH:6]=5)[CH2:18][CH2:19]4)[CH:24]=[CH:25][C:26]=3[C:49]([NH:50][S:51]([C:54]3[CH:59]=[CH:58][C:57]([NH:60][CH2:61][CH:62]4[CH2:63][CH2:64][O:65][CH2:66][CH2:67]4)=[C:56]([N+:68]([O-:70])=[O:69])[CH:55]=3)(=[O:53])=[O:52])=[O:71])[CH:30]=2)[NH:34][CH:33]=1. The catalyst class is: 4.